Dataset: Reaction yield outcomes from USPTO patents with 853,638 reactions. Task: Predict the reaction yield, written as a fraction of the theoretical maximum amount of product (1.0 means a 100% yield; for example, 0.34 means a 34% yield). The reactants are FC(F)(F)C(O)=O.[Cl:8][C:9]1[CH:10]=[C:11]([CH:15]2[C:19]([C:22]3[CH:27]=[CH:26][C:25]([Cl:28])=[CH:24][CH:23]=3)([C:20]#[N:21])[CH:18]([CH2:29][CH:30]([CH3:32])[CH3:31])[NH:17][CH:16]2[C:33]([OH:35])=O)[CH:12]=[CH:13][CH:14]=1.CC1(C)[O:41][C@@H:40]([CH2:42][CH2:43][NH2:44])[CH2:39][O:38]1.CN(C(ON1N=NC2C=CC=NC1=2)=[N+](C)C)C.F[P-](F)(F)(F)(F)F.CCN(C(C)C)C(C)C.Cl. The catalyst is C(Cl)Cl.O1CCCC1. The product is [OH:41][C@H:40]([CH2:39][OH:38])[CH2:42][CH2:43][NH:44][C:33]([CH:16]1[CH:15]([C:11]2[CH:12]=[CH:13][CH:14]=[C:9]([Cl:8])[CH:10]=2)[C:19]([C:22]2[CH:27]=[CH:26][C:25]([Cl:28])=[CH:24][CH:23]=2)([C:20]#[N:21])[CH:18]([CH2:29][CH:30]([CH3:31])[CH3:32])[NH:17]1)=[O:35]. The yield is 0.950.